Predict the reactants needed to synthesize the given product. From a dataset of Full USPTO retrosynthesis dataset with 1.9M reactions from patents (1976-2016). Given the product [NH2:14][C:9]1[CH:10]=[CH:11][CH:12]=[C:13]2[C:8]=1[C:7](=[O:17])[C:6]1([NH:18][C:19](=[O:28])[C:20]3[CH:25]=[CH:24][CH:23]=[C:22]([O:26][CH3:27])[CH:21]=3)[C:5]3[CH:29]=[CH:30][C:31]([CH:33]([CH3:35])[CH3:34])=[CH:32][C:4]=3[O:3][C:2]12[OH:1], predict the reactants needed to synthesize it. The reactants are: [OH:1][C:2]12[C:13]3[C:8](=[C:9]([N+:14]([O-])=O)[CH:10]=[CH:11][CH:12]=3)[C:7](=[O:17])[C:6]1([NH:18][C:19](=[O:28])[C:20]1[CH:25]=[CH:24][CH:23]=[C:22]([O:26][CH3:27])[CH:21]=1)[C:5]1[CH:29]=[CH:30][C:31]([CH:33]([CH3:35])[CH3:34])=[CH:32][C:4]=1[O:3]2.